Dataset: Full USPTO retrosynthesis dataset with 1.9M reactions from patents (1976-2016). Task: Predict the reactants needed to synthesize the given product. (1) Given the product [CH2:1]([C:3]1[CH:8]=[CH:7][CH:6]=[C:5]([CH2:9][CH3:10])[C:4]=1[C:18]1[CH:17]=[CH:16][CH:15]=[C:14]([CH:12]=[O:13])[CH:19]=1)[CH3:2], predict the reactants needed to synthesize it. The reactants are: [CH2:1]([C:3]1[CH:8]=[CH:7][CH:6]=[C:5]([CH2:9][CH3:10])[C:4]=1Br)[CH3:2].[CH:12]([C:14]1[CH:15]=[C:16](B(O)O)[CH:17]=[CH:18][CH:19]=1)=[O:13].C(=O)([O-])[O-].[Na+].[Na+].O. (2) Given the product [Cl:27][C:7]1[C:8]2[N:9]([CH:12]=[CH:13][CH:14]=2)[C:10]2[C:5]([N:6]=1)=[CH:4][CH:3]=[C:2]([Cl:1])[CH:11]=2, predict the reactants needed to synthesize it. The reactants are: [Cl:1][C:2]1[CH:11]=[C:10]2[C:5]([NH:6][C:7](=O)[C:8]3[N:9]2[CH:12]=[CH:13][CH:14]=3)=[CH:4][CH:3]=1.C(N(C(C)C)CC)(C)C.P(Cl)(Cl)([Cl:27])=O. (3) The reactants are: [C:1]([C:3]1[C:4]([NH:21][NH:22][C:23](=O)[CH2:24][CH:25]2[CH2:27][CH2:26]2)=[N:5][CH:6]=[CH:7][C:8]=1[O:9][CH2:10][C@H:11]1[CH2:13][C@@H:12]1[C:14]1[CH:19]=[CH:18][C:17]([F:20])=[CH:16][CH:15]=1)#[N:2].CC[N+](S(N=C(OC)[O-])(=O)=O)(CC)CC.C(#N)C. Given the product [CH:25]1([CH2:24][C:23]2[N:5]3[CH:6]=[CH:7][C:8]([O:9][CH2:10][C@H:11]4[CH2:13][C@@H:12]4[C:14]4[CH:19]=[CH:18][C:17]([F:20])=[CH:16][CH:15]=4)=[C:3]([C:1]#[N:2])[C:4]3=[N:21][N:22]=2)[CH2:27][CH2:26]1, predict the reactants needed to synthesize it. (4) Given the product [Cl:1][C:2]1[CH:3]=[N:4][CH:5]=[C:6]([Cl:27])[C:7]=1[CH2:8][C:9]([C:11]1[N:16]2[N:17]=[C:18]([C:20]3([CH:23]=[O:24])[CH2:21][CH2:22]3)[N:19]=[C:15]2[C:14]([O:25][CH3:26])=[CH:13][CH:12]=1)=[O:10], predict the reactants needed to synthesize it. The reactants are: [Cl:1][C:2]1[CH:3]=[N:4][CH:5]=[C:6]([Cl:27])[C:7]=1[CH2:8][C:9]([C:11]1[N:16]2[N:17]=[C:18]([C:20]3([CH2:23][OH:24])[CH2:22][CH2:21]3)[N:19]=[C:15]2[C:14]([O:25][CH3:26])=[CH:13][CH:12]=1)=[O:10].C([O-])(O)=O.[Na+].CC(OI1(OC(C)=O)(OC(C)=O)OC(=O)C2C=CC=CC1=2)=O.[O-]S([O-])(=S)=O.[Na+].[Na+].